From a dataset of Full USPTO retrosynthesis dataset with 1.9M reactions from patents (1976-2016). Predict the reactants needed to synthesize the given product. (1) Given the product [CH3:10][S:11][C:12]1[CH:18]=[CH:17][C:15]([NH:16][C:6](=[NH:7])[C:5]2[CH:8]=[CH:9][C:2]([F:1])=[CH:3][CH:4]=2)=[CH:14][CH:13]=1, predict the reactants needed to synthesize it. The reactants are: [F:1][C:2]1[CH:9]=[CH:8][C:5]([C:6]#[N:7])=[CH:4][CH:3]=1.[CH3:10][S:11][C:12]1[CH:18]=[CH:17][C:15]([NH2:16])=[CH:14][CH:13]=1. (2) Given the product [Cl:1][C:2]1[CH:3]=[CH:4][C:5]([C:8]2[N:12]([CH:13]3[CH2:15][CH2:14]3)[C:11](=[O:16])[N:10]([CH2:17][C:18]([NH:20][C:21]([C:26]3[CH:31]=[CH:30][CH:29]=[C:28]([C:32]([F:35])([F:34])[F:33])[CH:27]=3)([CH3:25])[C:22]([NH2:42])=[O:23])=[O:19])[N:9]=2)=[CH:6][CH:7]=1, predict the reactants needed to synthesize it. The reactants are: [Cl:1][C:2]1[CH:7]=[CH:6][C:5]([C:8]2[N:12]([CH:13]3[CH2:15][CH2:14]3)[C:11](=[O:16])[N:10]([CH2:17][C:18]([NH:20][C:21]([C:26]3[CH:31]=[CH:30][CH:29]=[C:28]([C:32]([F:35])([F:34])[F:33])[CH:27]=3)([CH3:25])[C:22](O)=[O:23])=[O:19])[N:9]=2)=[CH:4][CH:3]=1.C1C=CC2N(O)N=[N:42]C=2C=1.C(Cl)CCl.N. (3) Given the product [F:20][C:17]1[CH:18]=[CH:19][C:14]([CH2:13][C:2]2[S:23][C:22]([NH2:24])=[N:21][C:3]=2[C:5]2[CH:10]=[CH:9][C:8]([O:11][CH3:12])=[CH:7][CH:6]=2)=[CH:15][CH:16]=1, predict the reactants needed to synthesize it. The reactants are: Br[CH:2]([CH2:13][C:14]1[CH:19]=[CH:18][C:17]([F:20])=[CH:16][CH:15]=1)[C:3]([C:5]1[CH:10]=[CH:9][C:8]([O:11][CH3:12])=[CH:7][CH:6]=1)=O.[NH2:21][C:22]([NH2:24])=[S:23].C([O-])(=O)C.[Na+]. (4) Given the product [OH:39][C:37]1[CH:38]=[C:33]([NH:32][CH:2]=[C:3]2[C:11]3[C:6](=[CH:7][C:8]([C:12]([C:14]4[CH:19]=[CH:18][C:17]([NH:20][C:21]([C:23]5[N:24]([CH2:29][CH3:30])[N:25]=[C:26]([CH3:28])[CH:27]=5)=[O:22])=[CH:16][CH:15]=4)=[O:13])=[CH:9][CH:10]=3)[NH:5][C:4]2=[O:31])[CH:34]=[CH:35][C:36]=1[CH3:40], predict the reactants needed to synthesize it. The reactants are: O[CH:2]=[C:3]1[C:11]2[C:6](=[CH:7][C:8]([C:12]([C:14]3[CH:19]=[CH:18][C:17]([NH:20][C:21]([C:23]4[N:24]([CH2:29][CH3:30])[N:25]=[C:26]([CH3:28])[CH:27]=4)=[O:22])=[CH:16][CH:15]=3)=[O:13])=[CH:9][CH:10]=2)[NH:5][C:4]1=[O:31].[NH2:32][C:33]1[CH:34]=[CH:35][C:36]([CH3:40])=[C:37]([OH:39])[CH:38]=1. (5) Given the product [F:1][C:2]1[C:3]2[N:4]([CH:15]=[C:9]([C:10]([O:12][CH2:13][CH3:14])=[O:11])[CH:8]=2)[CH:5]=[CH:6][CH:7]=1, predict the reactants needed to synthesize it. The reactants are: [F:1][C:2]1[C:3]([CH:8](O)[C:9](=[CH2:15])[C:10]([O:12][CH2:13][CH3:14])=[O:11])=[N:4][CH:5]=[CH:6][CH:7]=1. (6) Given the product [NH2:1][C:2]1[N:7]=[CH:6][N:5]=[C:4]2[N:8]([CH:19]3[CH2:24][CH2:23][N:22]([C:25]([O:27][C:28]([CH3:31])([CH3:30])[CH3:29])=[O:26])[CH2:21][CH2:20]3)[N:9]=[C:10]([C:11]3[CH:16]=[CH:15][C:14]([NH:17][C:39]([NH:38][C:34]4[CH:33]=[C:32]([CH3:41])[CH:37]=[CH:36][CH:35]=4)=[O:40])=[C:13]([F:18])[CH:12]=3)[C:3]=12, predict the reactants needed to synthesize it. The reactants are: [NH2:1][C:2]1[N:7]=[CH:6][N:5]=[C:4]2[N:8]([CH:19]3[CH2:24][CH2:23][N:22]([C:25]([O:27][C:28]([CH3:31])([CH3:30])[CH3:29])=[O:26])[CH2:21][CH2:20]3)[N:9]=[C:10]([C:11]3[CH:16]=[CH:15][C:14]([NH2:17])=[C:13]([F:18])[CH:12]=3)[C:3]=12.[C:32]1([CH3:41])[CH:37]=[CH:36][CH:35]=[C:34]([N:38]=[C:39]=[O:40])[CH:33]=1. (7) Given the product [CH3:20][O:19][C:18]1[C:3]([O:2][CH3:1])=[CH:4][C:5]2[N:21]3[C:13]([CH3:16])=[CH:14][CH:15]=[C:11]3[CH2:10][NH:9][C:7](=[O:8])[C:6]=2[CH:17]=1, predict the reactants needed to synthesize it. The reactants are: [CH3:1][O:2][C:3]1[C:18]([O:19][CH3:20])=[CH:17][C:6]([C:7]([NH:9][CH2:10][C:11]2O[C:13]([CH3:16])=[CH:14][CH:15]=2)=[O:8])=[C:5]([NH2:21])[CH:4]=1.Cl.C(=O)(O)[O-].[Na+].